Regression/Classification. Given a drug SMILES string, predict its absorption, distribution, metabolism, or excretion properties. Task type varies by dataset: regression for continuous measurements (e.g., permeability, clearance, half-life) or binary classification for categorical outcomes (e.g., BBB penetration, CYP inhibition). Dataset: cyp1a2_veith. From a dataset of CYP1A2 inhibition data for predicting drug metabolism from PubChem BioAssay. (1) The drug is COc1ccccc1CNc1ncnc2ccc(-c3ccoc3)cc12. The result is 1 (inhibitor). (2) The molecule is CC(C)C(=O)Nc1ccc(NC(=O)c2cccnc2)cn1. The result is 0 (non-inhibitor). (3) The molecule is Cc1ccccc1OCCCN1CCCC1. The result is 0 (non-inhibitor). (4) The molecule is CCCC(=O)NCCc1c2n(c3ccc(OC)cc13)CCCc1ccccc1-2. The result is 1 (inhibitor). (5) The drug is COc1ccc(NC(=O)N(C2CCCCC2)C(C)c2cccnc2)c(OC)c1. The result is 1 (inhibitor). (6) The drug is COC(=O)N1CCC[C@@]2(CCN(Cc3cc(C(F)(F)F)cc(C(F)(F)F)c3)C2)C1. The result is 0 (non-inhibitor). (7) The compound is CCCNC(=O)OC[C@H]1O[C@@H](CCO/N=C\[C@@H](NS(=O)(=O)c2ccc(C)cc2)[C@H](C)/C=C\CC(=O)OC)C=C[C@@H]1Oc1ccc(OC)cc1. The result is 0 (non-inhibitor). (8) The compound is C[n+]1cccc(CNC(=O)/C=N/O)c1.[I-]. The result is 0 (non-inhibitor).